Dataset: Forward reaction prediction with 1.9M reactions from USPTO patents (1976-2016). Task: Predict the product of the given reaction. (1) Given the reactants [CH3:1][C@H:2]1[N:7]([CH2:8][C:9]2[N:13]([C:14]3[CH:19]=[CH:18][CH:17]=[C:16]([C:20]([F:23])([F:22])[F:21])[CH:15]=3)[N:12]=[N:11][N:10]=2)[CH2:6][CH2:5][N:4](C(OC(C)(C)C)=O)[CH2:3]1.Cl.O1CCOCC1, predict the reaction product. The product is: [CH3:1][C@@H:2]1[CH2:3][NH:4][CH2:5][CH2:6][N:7]1[CH2:8][C:9]1[N:13]([C:14]2[CH:19]=[CH:18][CH:17]=[C:16]([C:20]([F:23])([F:21])[F:22])[CH:15]=2)[N:12]=[N:11][N:10]=1. (2) Given the reactants [CH2:1]([O:3][C:4]([C@@H:6]1[CH2:8][C@H:7]1[CH2:9][OH:10])=[O:5])[CH3:2].C(N(CC)CC)C.N1C=CC=CC=1.S(=O)(=O)=O, predict the reaction product. The product is: [CH2:1]([O:3][C:4]([C@@H:6]1[CH2:8][C@H:7]1[CH:9]=[O:10])=[O:5])[CH3:2]. (3) Given the reactants C(N(CC)CC)C.[CH:8]([C:10]1[C:18]2[C:13](=[CH:14][CH:15]=[CH:16][CH:17]=2)[N:12](C(OC(C)(C)C)=O)[N:11]=1)=[O:9].[CH:26](=[N:33][C:34]1[CH:39]=[CH:38][CH:37]=[C:36]([O:40][CH3:41])[CH:35]=1)[C:27]1[CH:32]=[CH:31][CH:30]=[CH:29][CH:28]=1, predict the reaction product. The product is: [NH:12]1[C:13]2[C:18](=[CH:17][CH:16]=[CH:15][CH:14]=2)[C:10]([C:8](=[O:9])[CH:26]([NH:33][C:34]2[CH:39]=[CH:38][CH:37]=[C:36]([O:40][CH3:41])[CH:35]=2)[C:27]2[CH:28]=[CH:29][CH:30]=[CH:31][CH:32]=2)=[N:11]1. (4) Given the reactants [CH3:1][O:2][C:3]1[CH:4]=[C:5]([CH:16]=[CH:17][C:18]=1[N+:19]([O-])=O)[CH2:6][N:7]([CH3:15])[C:8](=[O:14])[O:9][C:10]([CH3:13])([CH3:12])[CH3:11], predict the reaction product. The product is: [NH2:19][C:18]1[CH:17]=[CH:16][C:5]([CH2:6][N:7]([CH3:15])[C:8](=[O:14])[O:9][C:10]([CH3:12])([CH3:13])[CH3:11])=[CH:4][C:3]=1[O:2][CH3:1].